From a dataset of Reaction yield outcomes from USPTO patents with 853,638 reactions. Predict the reaction yield, written as a fraction of the theoretical maximum amount of product (1.0 means a 100% yield; for example, 0.34 means a 34% yield). (1) The reactants are [C:1]([C:3]1[C:11]2[C:6](=[CH:7][C:8]([C:12]([O:14]C)=[O:13])=[CH:9][CH:10]=2)[NH:5][N:4]=1)#[N:2].[OH-].[Li+]. The catalyst is CO.O1CCCC1. The product is [C:1]([C:3]1[C:11]2[C:6](=[CH:7][C:8]([C:12]([OH:14])=[O:13])=[CH:9][CH:10]=2)[NH:5][N:4]=1)#[N:2]. The yield is 0.370. (2) The reactants are [CH3:1][C:2]1[CH:3]=[C:4]([CH:9]([C:11]2[CH:16]=[C:15]([CH3:17])[CH:14]=[C:13]([CH3:18])[CH:12]=2)[OH:10])[CH:5]=[C:6]([CH3:8])[CH:7]=1. The catalyst is C(Cl)Cl.O=[Mn]=O. The product is [CH3:18][C:13]1[CH:12]=[C:11]([C:9]([C:4]2[CH:3]=[C:2]([CH3:1])[CH:7]=[C:6]([CH3:8])[CH:5]=2)=[O:10])[CH:16]=[C:15]([CH3:17])[CH:14]=1. The yield is 0.960. (3) The reactants are [OH:1][CH2:2][C:3]1([C:18]2[CH:23]=[C:22]([C:24]([F:27])([F:26])[F:25])[CH:21]=[CH:20][C:19]=2O)[C:11]2[C:6](=[CH:7][CH:8]=[CH:9][CH:10]=2)[N:5]([CH2:12][CH2:13][CH2:14][CH2:15][CH3:16])[C:4]1=[O:17].C1(CCN2C3C(=CC=CC=3)C(C3C(O)=CC4OCOC=4C=3)(CO)C2=O)CC1. No catalyst specified. The product is [CH2:12]([N:5]1[C:6]2[C:11](=[CH:10][CH:9]=[CH:8][CH:7]=2)[C:3]2([C:18]3[CH:23]=[C:22]([C:24]([F:25])([F:26])[F:27])[CH:21]=[CH:20][C:19]=3[O:1][CH2:2]2)[C:4]1=[O:17])[CH2:13][CH2:14][CH2:15][CH3:16]. The yield is 0.270. (4) The reactants are [OH:1][C:2]1[CH:3]=[C:4]([CH:9]=[CH:10][C:11]=1[I:12])[C:5]([O:7][CH3:8])=[O:6].Br[CH2:14][CH2:15][CH2:16][CH2:17][CH2:18][CH2:19][CH2:20][CH3:21].C([O-])([O-])=O.[K+].[K+].CCCCCC. The catalyst is CC#N.CCOC(C)=O. The product is [I:12][C:11]1[CH:10]=[CH:9][C:4]([C:5]([O:7][CH3:8])=[O:6])=[CH:3][C:2]=1[O:1][CH2:14][CH2:15][CH2:16][CH2:17][CH2:18][CH2:19][CH2:20][CH3:21]. The yield is 1.00. (5) The reactants are [Cl:1][C:2]1[CH:7]=[C:6]([C:8]2[S:12][C:11]([CH3:13])=[N:10][CH:9]=2)[CH:5]=[CH:4][C:3]=1[C:14]1[C:26](=[O:27])[N:25]([CH2:28][CH3:29])[C:17]2[N:18]=[C:19](S(C)=O)[N:20]=[CH:21][C:16]=2[CH:15]=1.[CH2:30]([N:32]1[CH2:37][CH2:36][CH:35]([C:38]2[CH:44]=[CH:43][C:41]([NH2:42])=[CH:40][CH:39]=2)[CH2:34][CH2:33]1)[CH3:31]. The catalyst is ClCCl. The product is [Cl:1][C:2]1[CH:7]=[C:6]([C:8]2[S:12][C:11]([CH3:13])=[N:10][CH:9]=2)[CH:5]=[CH:4][C:3]=1[C:14]1[C:26](=[O:27])[N:25]([CH2:28][CH3:29])[C:17]2[N:18]=[C:19]([NH:42][C:41]3[CH:43]=[CH:44][C:38]([CH:35]4[CH2:34][CH2:33][N:32]([CH2:30][CH3:31])[CH2:37][CH2:36]4)=[CH:39][CH:40]=3)[N:20]=[CH:21][C:16]=2[CH:15]=1. The yield is 0.260. (6) The reactants are [CH3:1][S:2](Cl)(=[O:4])=[O:3].CCN(CC)CC.[CH:13]([N:26]1[C:34]2[C:29](=[CH:30][C:31]([Cl:35])=[CH:32][CH:33]=2)[C:28]([CH2:36][CH2:37][S:38]([C:41]2[CH:46]=[CH:45][C:44]([C:47]3[CH:48]=[C:49]([CH:54]=[CH:55][CH:56]=3)[C:50]([O:52][CH3:53])=[O:51])=[CH:43][CH:42]=2)(=[O:40])=[O:39])=[C:27]1[CH2:57][CH2:58][OH:59])([C:20]1[CH:25]=[CH:24][CH:23]=[CH:22][CH:21]=1)[C:14]1[CH:19]=[CH:18][CH:17]=[CH:16][CH:15]=1.O. The catalyst is C(Cl)Cl. The product is [CH:13]([N:26]1[C:34]2[C:29](=[CH:30][C:31]([Cl:35])=[CH:32][CH:33]=2)[C:28]([CH2:36][CH2:37][S:38]([C:41]2[CH:46]=[CH:45][C:44]([C:47]3[CH:48]=[C:49]([CH:54]=[CH:55][CH:56]=3)[C:50]([O:52][CH3:53])=[O:51])=[CH:43][CH:42]=2)(=[O:40])=[O:39])=[C:27]1[CH2:57][CH2:58][O:59][S:2]([CH3:1])(=[O:4])=[O:3])([C:14]1[CH:15]=[CH:16][CH:17]=[CH:18][CH:19]=1)[C:20]1[CH:25]=[CH:24][CH:23]=[CH:22][CH:21]=1. The yield is 0.990. (7) The reactants are [OH:1][CH2:2][C:3]1[CH:11]=[CH:10][CH:9]=[C:8]2[C:4]=1[CH:5]([S:13][CH3:14])[C:6](=[O:12])[NH:7]2.[Si:15](Cl)([C:18]([CH3:21])([CH3:20])[CH3:19])([CH3:17])[CH3:16].N1C=CN=C1. The catalyst is CN(C=O)C.CCCCCC.CCOC(C)=O. The product is [CH3:14][S:13][CH:5]1[C:4]2[C:8](=[CH:9][CH:10]=[CH:11][C:3]=2[CH2:2][O:1][Si:15]([C:18]([CH3:21])([CH3:20])[CH3:19])([CH3:17])[CH3:16])[NH:7][C:6]1=[O:12]. The yield is 0.950. (8) The reactants are [F:1][C:2]1[CH:7]=[CH:6][C:5]([C:8]2[C:9]3[CH:21]=[CH:20][C:19](=[O:22])[N:18]([C:23]4[CH:28]=[CH:27][CH:26]=[CH:25][C:24]=4[CH3:29])[C:10]=3[N:11]=[C:12](S(C)(=O)=O)[N:13]=2)=[C:4]([CH3:30])[CH:3]=1.[F:31][C:32]([F:36])([F:35])[CH2:33][NH2:34]. No catalyst specified. The product is [F:1][C:2]1[CH:7]=[CH:6][C:5]([C:8]2[C:9]3[CH:21]=[CH:20][C:19](=[O:22])[N:18]([C:23]4[CH:28]=[CH:27][CH:26]=[CH:25][C:24]=4[CH3:29])[C:10]=3[N:11]=[C:12]([NH:34][CH2:33][C:32]([F:36])([F:35])[F:31])[N:13]=2)=[C:4]([CH3:30])[CH:3]=1. The yield is 0.840.